Dataset: Catalyst prediction with 721,799 reactions and 888 catalyst types from USPTO. Task: Predict which catalyst facilitates the given reaction. (1) Reactant: [CH2:1]([O:8][C:9]([NH:11][CH2:12][CH2:13][C:14]([OH:16])=O)=[O:10])[C:2]1[CH:7]=[CH:6][CH:5]=[CH:4][CH:3]=1.Cl.CN(C)CCCN=C=NCC.OC1C2N=NNC=2C=CC=1.C(N(CC)CC)C.[NH2:46][CH2:47][CH:48]([OH:52])[CH:49]([CH3:51])[CH3:50]. Product: [CH2:1]([O:8][C:9](=[O:10])[NH:11][CH2:12][CH2:13][C:14](=[O:16])[NH:46][CH2:47][CH:48]([OH:52])[CH:49]([CH3:51])[CH3:50])[C:2]1[CH:3]=[CH:4][CH:5]=[CH:6][CH:7]=1. The catalyst class is: 4. (2) Reactant: [CH2:1]([O:3][C:4](=[O:15])[CH2:5][C:6](=O)[CH2:7][C@H:8]([CH3:13])[CH2:9][CH2:10][CH2:11][CH3:12])[CH3:2].C([O-])(=O)C.[NH4+:20]. Product: [CH2:1]([O:3][C:4](=[O:15])/[CH:5]=[C:6](\[NH2:20])/[CH2:7][C@H:8]([CH3:13])[CH2:9][CH2:10][CH2:11][CH3:12])[CH3:2]. The catalyst class is: 14. (3) Reactant: C(OC(=O)[NH:7][C:8]([CH3:33])([CH2:30][CH2:31][CH3:32])[CH2:9][NH:10][C:11]([C:13]1[C:14]([CH3:29])=[N:15][N:16]2[C:21]([O:22][CH2:23][CH2:24][CH:25]([CH3:27])[CH3:26])=[CH:20][C:19]([CH3:28])=[CH:18][C:17]=12)=[O:12])(C)(C)C.FC(F)(F)C(O)=O. Product: [NH2:7][C:8]([CH3:33])([CH2:30][CH2:31][CH3:32])[CH2:9][NH:10][C:11]([C:13]1[C:14]([CH3:29])=[N:15][N:16]2[C:21]([O:22][CH2:23][CH2:24][CH:25]([CH3:27])[CH3:26])=[CH:20][C:19]([CH3:28])=[CH:18][C:17]=12)=[O:12]. The catalyst class is: 4. (4) Reactant: [Cl:1][C:2]1[CH:10]=[CH:9][C:5]([C:6]([OH:8])=[O:7])=[CH:4][C:3]=1[S:11](=[O:14])(=[O:13])[NH2:12].[C:15](Cl)(=O)C(Cl)=O.CO. Product: [NH2:12][S:11]([C:3]1[CH:4]=[C:5]([CH:9]=[CH:10][C:2]=1[Cl:1])[C:6]([O:8][CH3:15])=[O:7])(=[O:13])=[O:14]. The catalyst class is: 120.